From a dataset of Forward reaction prediction with 1.9M reactions from USPTO patents (1976-2016). Predict the product of the given reaction. The product is: [Cl:39][C:40]1[CH:41]=[C:42]2[C:46](=[CH:47][CH:48]=1)[NH:45][C:44]([C:49]([NH:37][C@@H:35]1[CH2:36][C@@H:34]1[NH2:38])=[O:50])=[CH:43]2. Given the reactants O.ON1C2C=CC=CC=2N=N1.Cl.CN(C)CCCN=C=NCC.C(N(C(C)C)CC)(C)C.Cl.[C@@H:34]1([NH2:38])[CH2:36][C@@H:35]1[NH2:37].[Cl:39][C:40]1[CH:41]=[C:42]2[C:46](=[CH:47][CH:48]=1)[NH:45][C:44]([C:49](O)=[O:50])=[CH:43]2, predict the reaction product.